Predict the reactants needed to synthesize the given product. From a dataset of Full USPTO retrosynthesis dataset with 1.9M reactions from patents (1976-2016). Given the product [Cl-:31].[CH2:17]([C@@H:13]1[C@@H:12]([CH2:24][CH2:25][CH2:26][CH3:27])[C@H:11]([CH3:28])[O:10][C:9](=[O:29])[C@@H:8]([NH3+:7])[CH2:16][CH2:15][CH2:14]1)[C:18]1[CH:23]=[CH:22][CH:21]=[CH:20][CH:19]=1, predict the reactants needed to synthesize it. The reactants are: C(OC(=O)[NH:7][C@H:8]1[CH2:16][CH2:15][CH2:14][C@H:13]([CH2:17][C:18]2[CH:23]=[CH:22][CH:21]=[CH:20][CH:19]=2)[C@@H:12]([CH2:24][CH2:25][CH2:26][CH3:27])[C@H:11]([CH3:28])[O:10][C:9]1=[O:29])(C)(C)C.[ClH:31].